Predict the reaction yield, written as a fraction of the theoretical maximum amount of product (1.0 means a 100% yield; for example, 0.34 means a 34% yield). From a dataset of Reaction yield outcomes from USPTO patents with 853,638 reactions. (1) The product is [CH3:1][O:2][C:3](=[O:25])[CH2:4][CH2:5][C:6]1[C:8](=[O:24])[N:9]([CH2:10][C:11]2[CH:16]=[CH:15][C:14]([O:17][CH3:18])=[CH:13][C:12]=2[O:19][CH3:20])[CH2:21][CH:22]=1. The catalyst is C(Cl)Cl.[Ru]. The reactants are [CH3:1][O:2][C:3](=[O:25])[CH2:4][CH2:5][C:6]([C:8](=[O:24])[N:9]([CH2:21][CH:22]=C)[CH2:10][C:11]1[CH:16]=[CH:15][C:14]([O:17][CH3:18])=[CH:13][C:12]=1[O:19][CH3:20])=C. The yield is 0.900. (2) The product is [CH2:34]([NH:41][C:42]([NH:44][N:45]([CH2:50][CH:51]=[CH2:52])[CH2:46][C:47]([NH:1][C@@H:2]([CH2:22][C:23]1[CH:24]=[CH:25][C:26]([O:29][C:30]([CH3:31])([CH3:33])[CH3:32])=[CH:27][CH:28]=1)[C:3]([N:5]([CH2:14][CH:15]([O:19][CH2:20][CH3:21])[O:16][CH2:17][CH3:18])[CH2:6][C:7]1[CH:12]=[CH:11][CH:10]=[C:9]([F:13])[N:8]=1)=[O:4])=[O:48])=[O:43])[C:35]1[CH:36]=[CH:37][CH:38]=[CH:39][CH:40]=1. The catalyst is O.CN(C=O)C. The reactants are [NH2:1][C@@H:2]([CH2:22][C:23]1[CH:28]=[CH:27][C:26]([O:29][C:30]([CH3:33])([CH3:32])[CH3:31])=[CH:25][CH:24]=1)[C:3]([N:5]([CH2:14][CH:15]([O:19][CH2:20][CH3:21])[O:16][CH2:17][CH3:18])[CH2:6][C:7]1[CH:12]=[CH:11][CH:10]=[C:9]([F:13])[N:8]=1)=[O:4].[CH2:34]([NH:41][C:42]([NH:44][N:45]([CH2:50][CH:51]=[CH2:52])[CH2:46][C:47](O)=[O:48])=[O:43])[C:35]1[CH:40]=[CH:39][CH:38]=[CH:37][CH:36]=1.C(N(CC)CC)C.CN(C(ON1N=NC2C=CC=NC1=2)=[N+](C)C)C.F[P-](F)(F)(F)(F)F. The yield is 0.910. (3) The reactants are Cl[C:2]1[CH:3]=[C:4]([N:9]2[C:13]3[C:14](=[O:31])[N:15]([C:18]4[CH:23]=[CH:22][C:21]([N:24]5[CH2:29][CH2:28][CH2:27][CH2:26][C:25]5=[O:30])=[CH:20][CH:19]=4)[CH2:16][CH2:17][C:12]=3[C:11]([C:32]([F:35])([F:34])[F:33])=[N:10]2)[CH:5]=[CH:6][C:7]=1[F:8].C[C:37]([N:39](C)C)=O. The catalyst is [C-]#N.[C-]#N.[Zn+2].C1C=CC(/C=C/C(/C=C/C2C=CC=CC=2)=O)=CC=1.C1C=CC(/C=C/C(/C=C/C2C=CC=CC=2)=O)=CC=1.C1C=CC(/C=C/C(/C=C/C2C=CC=CC=2)=O)=CC=1.[Pd].[Pd].C1C=CC(P(C2C=CC=CC=2)[C-]2C=CC=C2)=CC=1.C1C=CC(P(C2C=CC=CC=2)[C-]2C=CC=C2)=CC=1.[Fe+2].[Zn]. The product is [F:8][C:7]1[CH:6]=[CH:5][C:4]([N:9]2[C:13]3[C:14](=[O:31])[N:15]([C:18]4[CH:19]=[CH:20][C:21]([N:24]5[CH2:29][CH2:28][CH2:27][CH2:26][C:25]5=[O:30])=[CH:22][CH:23]=4)[CH2:16][CH2:17][C:12]=3[C:11]([C:32]([F:35])([F:34])[F:33])=[N:10]2)=[CH:3][C:2]=1[C:37]#[N:39]. The yield is 0.500. (4) The product is [CH3:1][O:2][C:3]1[CH:4]=[C:5]2[C:10](=[CH:11][C:12]=1[O:13][CH3:14])[N:9]=[CH:8][CH:7]=[C:6]2[S:15][C:17]1[S:18][C:19]([N+:22]([O-:24])=[O:23])=[CH:20][CH:21]=1. The catalyst is CN(C)C=O.CCCCCC.C(OCC)(=O)C.O. The yield is 0.550. The reactants are [CH3:1][O:2][C:3]1[CH:4]=[C:5]2[C:10](=[CH:11][C:12]=1[O:13][CH3:14])[NH:9][CH:8]=[CH:7][C:6]2=[S:15].Br[C:17]1[S:18][C:19]([N+:22]([O-:24])=[O:23])=[CH:20][CH:21]=1.C(=O)([O-])[O-].[K+].[K+]. (5) The reactants are Br[C:2]1[C:3]([F:14])=[CH:4][N:5]=[C:6]2[C:11]=1[N:10]=[C:9]([O:12][CH3:13])[CH:8]=[CH:7]2.[OH:15][CH:16]1[CH2:20][C:19]2([CH2:25][CH2:24][NH:23][CH2:22][CH2:21]2)[CH2:18][CH:17]1[NH:26][C:27](=[O:33])[O:28][C:29]([CH3:32])([CH3:31])[CH3:30].C1C=CC(P(C2C=CC3C(=CC=CC=3)C=2C2C3C(=CC=CC=3)C=CC=2P(C2C=CC=CC=2)C2C=CC=CC=2)C2C=CC=CC=2)=CC=1.C([O-])([O-])=O.[Cs+].[Cs+]. The catalyst is O1CCOCC1.C1C=CC(/C=C/C(/C=C/C2C=CC=CC=2)=O)=CC=1.C1C=CC(/C=C/C(/C=C/C2C=CC=CC=2)=O)=CC=1.C1C=CC(/C=C/C(/C=C/C2C=CC=CC=2)=O)=CC=1.[Pd].[Pd]. The product is [F:14][C:3]1[CH:4]=[N:5][C:6]2[C:11]([C:2]=1[N:23]1[CH2:22][CH2:21][C:19]3([CH2:18][C@H:17]([NH:26][C:27](=[O:33])[O:28][C:29]([CH3:32])([CH3:30])[CH3:31])[C@H:16]([OH:15])[CH2:20]3)[CH2:25][CH2:24]1)=[N:10][C:9]([O:12][CH3:13])=[CH:8][CH:7]=2. The yield is 0.110. (6) The reactants are [CH3:1][O:2][C:3](=[O:15])[C:4]1[CH:9]=[CH:8][CH:7]=[C:6]([C:10]2[CH:11]=[N:12][NH:13][CH:14]=2)[CH:5]=1.[C:16]([O:20][C:21]([NH:23][CH2:24][CH2:25][CH2:26][CH2:27][CH2:28]OS(C)(=O)=O)=[O:22])([CH3:19])([CH3:18])[CH3:17].C([O-])([O-])=O.[Cs+].[Cs+].O. The catalyst is CN(C=O)C. The product is [CH3:1][O:2][C:3](=[O:15])[C:4]1[CH:9]=[CH:8][CH:7]=[C:6]([C:10]2[CH:14]=[N:13][N:12]([CH2:28][CH2:27][CH2:26][CH2:25][CH2:24][NH:23][C:21]([O:20][C:16]([CH3:17])([CH3:19])[CH3:18])=[O:22])[CH:11]=2)[CH:5]=1. The yield is 0.913.